From a dataset of Acute oral toxicity (LD50) regression data from Zhu et al.. Regression/Classification. Given a drug SMILES string, predict its toxicity properties. Task type varies by dataset: regression for continuous values (e.g., LD50, hERG inhibition percentage) or binary classification for toxic/non-toxic outcomes (e.g., AMES mutagenicity, cardiotoxicity, hepatotoxicity). Dataset: ld50_zhu. (1) The compound is C=C(C)C(=O)OCCOC(=O)C(=C)C. The rat oral LD50 is 1.78, given as -log10 of the dose in mol/kg body weight (higher means more acutely toxic). (2) The drug is CCOC(C1=NCC(C)(CC)CN1)c1ccccc1. The rat oral LD50 is 3.07, given as -log10 of the dose in mol/kg body weight (higher means more acutely toxic). (3) The compound is Cc1ccc(S(=O)(=O)N=C=O)cc1. The rat oral LD50 is 1.95, given as -log10 of the dose in mol/kg body weight (higher means more acutely toxic). (4) The molecule is CC1OC(C)OC(C)OC(C)O1. The rat oral LD50 is 2.89, given as -log10 of the dose in mol/kg body weight (higher means more acutely toxic). (5) The drug is Oc1ccc(Br)cc1Br. The rat oral LD50 is 3.70, given as -log10 of the dose in mol/kg body weight (higher means more acutely toxic). (6) The molecule is CCCn1c(=O)[nH]c(=O)c2[nH]cnc21. The rat oral LD50 is 2.61, given as -log10 of the dose in mol/kg body weight (higher means more acutely toxic).